Dataset: Reaction yield outcomes from USPTO patents with 853,638 reactions. Task: Predict the reaction yield, written as a fraction of the theoretical maximum amount of product (1.0 means a 100% yield; for example, 0.34 means a 34% yield). (1) The reactants are [O:1]1[C:10]2[C:5](=[CH:6][C:7]([CH:11]=O)=[CH:8][CH:9]=2)[CH2:4][CH2:3][CH2:2]1.CN(C)C(=O)[O-].C[NH2+]C.[C:22]1(=[O:28])[CH2:27][CH2:26][CH2:25][CH2:24][CH2:23]1. The catalyst is S(=O)(=O)(O)O. The product is [O:1]1[C:10]2[CH:9]=[CH:8][C:7](/[CH:11]=[C:23]3/[C:22](=[O:28])[CH2:27][CH2:26][CH2:25][CH2:24]/3)=[CH:6][C:5]=2[CH2:4][CH2:3][CH2:2]1. The yield is 0.820. (2) The reactants are Cl[CH:2]([CH3:17])[C:3]([C:5]1[CH:6]=[CH:7][C:8]2[NH:14][C:13](=[O:15])[CH2:12][CH2:11][CH2:10][C:9]=2[CH:16]=1)=[O:4].[OH:18][C:19]1([C:25]2[S:26][CH:27]=[CH:28][CH:29]=2)[CH2:24][CH2:23][NH:22][CH2:21][CH2:20]1.[I-].[Na+].C(N(CC)CC)C. The catalyst is CN(C=O)C. The product is [OH:18][C:19]1([C:25]2[S:26][CH:27]=[CH:28][CH:29]=2)[CH2:20][CH2:21][N:22]([CH:2]([CH3:17])[C:3]([C:5]2[CH:6]=[CH:7][C:8]3[NH:14][C:13](=[O:15])[CH2:12][CH2:11][CH2:10][C:9]=3[CH:16]=2)=[O:4])[CH2:23][CH2:24]1. The yield is 0.890. (3) The reactants are N12CCCN=C1CCCCC2.Cl.[CH3:13][NH:14][CH2:15][C:16]1[CH:24]=[CH:23][CH:22]=[C:21]2[C:17]=1[CH2:18][N:19]([CH:26]1[CH2:31][CH2:30][C:29](=[O:32])[NH:28][C:27]1=[O:33])[C:20]2=[O:25].ON1C2C=CC=CC=2N=N1.[C:44]([NH:51][CH2:52][CH2:53][C:54]([OH:56])=O)([O:46][C:47]([CH3:50])([CH3:49])[CH3:48])=[O:45].Cl.CN(C)CCCN=C=NCC. The catalyst is CC#N. The product is [C:47]([O:46][C:44](=[O:45])[NH:51][CH2:52][CH2:53][C:54](=[O:56])[N:14]([CH2:15][C:16]1[CH:24]=[CH:23][CH:22]=[C:21]2[C:17]=1[CH2:18][N:19]([CH:26]1[CH2:31][CH2:30][C:29](=[O:32])[NH:28][C:27]1=[O:33])[C:20]2=[O:25])[CH3:13])([CH3:48])([CH3:49])[CH3:50]. The yield is 0.760. (4) The reactants are [CH:1]1([C@@H:4]2[CH2:8][N:7]([C:9]([O:11][C:12]([CH3:15])([CH3:14])[CH3:13])=[O:10])[CH2:6][C@H:5]2[C:16](OCC)=[O:17])[CH2:3][CH2:2]1.[Li+].[BH4-]. The catalyst is C1COCC1. The product is [CH:1]1([C@H:4]2[C@H:5]([CH2:16][OH:17])[CH2:6][N:7]([C:9]([O:11][C:12]([CH3:15])([CH3:14])[CH3:13])=[O:10])[CH2:8]2)[CH2:2][CH2:3]1. The yield is 0.760. (5) The reactants are [H-].[Na+].[NH:3]1[CH:7]=[CH:6][N:5]=[C:4]1[C@@H:8]([NH:12][C:13](=[O:19])[O:14][C:15]([CH3:18])([CH3:17])[CH3:16])[CH:9]([CH3:11])[CH3:10].I[CH3:21]. The catalyst is C1COCC1. The product is [CH3:10][CH:9]([CH3:11])[C@H:8]([NH:12][C:13](=[O:19])[O:14][C:15]([CH3:17])([CH3:16])[CH3:18])[C:4]1[N:3]([CH3:21])[CH:7]=[CH:6][N:5]=1. The yield is 0.760. (6) The reactants are [C:1]([C:4]1[C:5]([CH3:11])=[N:6][C:7]([NH2:10])=[N:8][CH:9]=1)(=[O:3])[CH3:2].[CH3:12][N:13]([CH:15](OC)OC)[CH3:14]. No catalyst specified. The product is [CH3:12][N:13]([CH3:15])/[CH:14]=[CH:2]/[C:1]([C:4]1[C:5]([CH3:11])=[N:6][C:7]([N:10]=[CH:12][N:13]([CH3:15])[CH3:14])=[N:8][CH:9]=1)=[O:3]. The yield is 0.610. (7) The reactants are [CH3:1][N:2]1[C:6]([C:7]2[CH:8]=[C:9]([C:15]([O:17]C)=[O:16])[S:10][C:11]=2[CH2:12][CH2:13][CH3:14])=[CH:5][CH:4]=[N:3]1.[Br:19]N1C(=O)CCC1=O.[OH-].[Na+]. The catalyst is O1CCCC1. The product is [Br:19][C:5]1[CH:4]=[N:3][N:2]([CH3:1])[C:6]=1[C:7]1[CH:8]=[C:9]([C:15]([OH:17])=[O:16])[S:10][C:11]=1[CH2:12][CH2:13][CH3:14]. The yield is 0.500.